Dataset: Retrosynthesis with 50K atom-mapped reactions and 10 reaction types from USPTO. Task: Predict the reactants needed to synthesize the given product. Given the product COc1cc(-c2nc(Nc3ccc(C)cc3)c3ccccc3n2)cc(OC)c1OC, predict the reactants needed to synthesize it. The reactants are: COc1cc(B(O)O)cc(OC)c1OC.Cc1ccc(Nc2nc(Cl)nc3ccccc23)cc1.